The task is: Regression. Given a peptide amino acid sequence and an MHC pseudo amino acid sequence, predict their binding affinity value. This is MHC class I binding data.. This data is from Peptide-MHC class I binding affinity with 185,985 pairs from IEDB/IMGT. (1) The peptide sequence is FVHSGFIYF. The MHC is HLA-A68:02 with pseudo-sequence HLA-A68:02. The binding affinity (normalized) is 0.297. (2) The peptide sequence is FISSFLLPLT. The MHC is HLA-A02:03 with pseudo-sequence HLA-A02:03. The binding affinity (normalized) is 0.650.